Dataset: Full USPTO retrosynthesis dataset with 1.9M reactions from patents (1976-2016). Task: Predict the reactants needed to synthesize the given product. (1) Given the product [CH3:15][O:16][CH2:3][C@@H:2]([O:5][C:6]1[N:7]=[CH:8][C:9]([C:12]([OH:14])=[O:13])=[N:10][CH:11]=1)[CH3:1], predict the reactants needed to synthesize it. The reactants are: [CH3:1][C@H:2]([O:5][C:6]1[N:7]=[CH:8][C:9]([C:12]([OH:14])=[O:13])=[N:10][CH:11]=1)[C:3]#C.[CH3:15][O:16]C[C@@H](O)C.ClC1N=CC(C(OC(C)(C)C)=O)=NC=1. (2) Given the product [CH3:17][C:2]([CH3:1])([CH3:18])[CH2:3][NH:4][C:5]([CH:7]([C:9]1[CH:10]=[CH:11][C:12]([CH2:13][NH2:14])=[CH:15][CH:16]=1)[CH3:8])=[O:6], predict the reactants needed to synthesize it. The reactants are: [CH3:1][C:2]([CH3:18])([CH3:17])[CH2:3][NH:4][C:5]([CH:7]([C:9]1[CH:16]=[CH:15][C:12]([C:13]#[N:14])=[CH:11][CH:10]=1)[CH3:8])=[O:6]. (3) Given the product [CH3:29][O:30][C:2]1[C:3]([NH2:14])=[CH:4][C:5]([C:8]2[CH:13]=[CH:12][CH:11]=[CH:10][CH:9]=2)=[N:6][CH:7]=1, predict the reactants needed to synthesize it. The reactants are: I[C:2]1[C:3]([NH2:14])=[CH:4][C:5]([C:8]2[CH:13]=[CH:12][CH:11]=[CH:10][CH:9]=2)=[N:6][CH:7]=1.N1C2C(=CC=C3C=2N=CC=C3)C=CC=1.[C:29](=O)([O-])[O-:30].[Cs+].[Cs+]. (4) Given the product [CH2:1]([O:8][C:9]1[CH:10]=[CH:11][C:12]([CH2:15][C:16]([NH:20][CH2:21][C:22]#[CH:23])=[O:18])=[CH:13][CH:14]=1)[C:2]1[CH:3]=[CH:4][CH:5]=[CH:6][CH:7]=1, predict the reactants needed to synthesize it. The reactants are: [CH2:1]([O:8][C:9]1[CH:14]=[CH:13][C:12]([CH2:15][C:16]([OH:18])=O)=[CH:11][CH:10]=1)[C:2]1[CH:7]=[CH:6][CH:5]=[CH:4][CH:3]=1.C[N:20](C)[CH2:21][CH2:22][CH2:23]N=C=NCC.C(N)C#C.CN1CCOCC1. (5) Given the product [CH2:1]([O:3][C:4]([C:6]1([C:9]2[CH:10]=[CH:11][C:12]([C:15]3[CH:20]=[CH:19][C:18]([C:21]4[CH:22]=[N:23][N:24]([CH3:30])[C:25]=4[CH:26]([C:27]4[N:40]=[N:39][N:38]([CH2:31][C:32]5[CH:37]=[CH:36][CH:35]=[CH:34][CH:33]=5)[CH:28]=4)[OH:29])=[CH:17][CH:16]=3)=[CH:13][CH:14]=2)[CH2:8][CH2:7]1)=[O:5])[CH3:2], predict the reactants needed to synthesize it. The reactants are: [CH2:1]([O:3][C:4]([C:6]1([C:9]2[CH:14]=[CH:13][C:12]([C:15]3[CH:20]=[CH:19][C:18]([C:21]4[CH:22]=[N:23][N:24]([CH3:30])[C:25]=4[CH:26]([OH:29])[C:27]#[CH:28])=[CH:17][CH:16]=3)=[CH:11][CH:10]=2)[CH2:8][CH2:7]1)=[O:5])[CH3:2].[CH2:31]([N:38]=[N+:39]=[N-:40])[C:32]1[CH:37]=[CH:36][CH:35]=[CH:34][CH:33]=1.CS(C)=O.O=C1O[C@H]([C@H](CO)O)C([O-])=C1O.[Na+]. (6) Given the product [CH3:13][O:12][C:10]1[CH:11]=[C:2]([CH3:25])[CH:3]=[C:4]2[C:9]=1[N:8]=[C:7]([NH:14][C:15]1[CH:20]=[CH:19][C:18]([S:21]([NH2:24])(=[O:23])=[O:22])=[CH:17][CH:16]=1)[N:6]=[CH:5]2, predict the reactants needed to synthesize it. The reactants are: Br[C:2]1[CH:3]=[C:4]2[C:9](=[C:10]([O:12][CH3:13])[CH:11]=1)[N:8]=[C:7]([NH:14][C:15]1[CH:20]=[CH:19][C:18]([S:21]([NH2:24])(=[O:23])=[O:22])=[CH:17][CH:16]=1)[N:6]=[CH:5]2.[CH3:25]B1OB(C)OB(C)O1.C(=O)([O-])[O-].[K+].[K+].CN(C=O)C. (7) Given the product [I:1][C:2]1[CH:3]=[C:4](/[CH:8]=[CH:9]/[CH2:10][OH:11])[CH:5]=[CH:6][CH:7]=1, predict the reactants needed to synthesize it. The reactants are: [I:1][C:2]1[CH:3]=[C:4](/[CH:8]=[CH:9]/[C:10](OCC)=[O:11])[CH:5]=[CH:6][CH:7]=1.CC(C[AlH]CC(C)C)C.C(C(C(C([O-])=O)O)O)([O-])=O.[K+].[Na+].C(OCC)C. (8) Given the product [Cl:35][CH2:34][CH2:33][CH2:32][O:31][C:28]1[CH:29]=[CH:30][C:25]([C:17]2[O:18][C:19]([C:20]([O:22][CH2:23][CH3:24])=[O:21])=[C:15]([CH2:14][N:1]3[CH2:6][CH2:5][CH2:4][CH2:3][CH2:2]3)[N:16]=2)=[CH:26][CH:27]=1, predict the reactants needed to synthesize it. The reactants are: [NH:1]1[CH2:6][CH2:5][CH2:4][CH2:3][CH2:2]1.C(=O)([O-])[O-].[K+].[K+].Br[CH2:14][C:15]1[N:16]=[C:17]([C:25]2[CH:30]=[CH:29][C:28]([O:31][CH2:32][CH2:33][CH2:34][Cl:35])=[CH:27][CH:26]=2)[O:18][C:19]=1[C:20]([O:22][CH2:23][CH3:24])=[O:21].C(OCC)C.